This data is from Retrosynthesis with 50K atom-mapped reactions and 10 reaction types from USPTO. The task is: Predict the reactants needed to synthesize the given product. Given the product CC(C)NC1CCCCC1O, predict the reactants needed to synthesize it. The reactants are: CC(C)I.NC1CCCCC1O.